Dataset: Full USPTO retrosynthesis dataset with 1.9M reactions from patents (1976-2016). Task: Predict the reactants needed to synthesize the given product. Given the product [Cl:1][C:2]1[CH:3]=[CH:4][C:5]([C:8]2[C:17]3[C:12](=[CH:13][CH:14]=[C:15]([C:18]([NH:28][CH2:29][C:34]4[CH:33]=[CH:32][CH:31]=[CH:30][N:26]=4)=[O:19])[CH:16]=3)[CH:11]=[N:10][CH:9]=2)=[CH:6][CH:7]=1, predict the reactants needed to synthesize it. The reactants are: [Cl:1][C:2]1[CH:7]=[CH:6][C:5]([C:8]2[C:17]3[C:12](=[CH:13][CH:14]=[C:15]([C:18](O)=[O:19])[CH:16]=3)[CH:11]=[N:10][CH:9]=2)=[CH:4][CH:3]=1.F[B-](F)(F)F.[N:26]1(OC(N(C)C)=[N+](C)C)[C:30]2[CH:31]=[CH:32][CH:33]=[CH:34][C:29]=2[N:28]=N1.C(N(CC)C(C)C)(C)C.N1C=CC=CC=1CN.